The task is: Predict the product of the given reaction.. This data is from Forward reaction prediction with 1.9M reactions from USPTO patents (1976-2016). (1) Given the reactants [Cl:1][C:2]1[CH:7]=[CH:6][CH:5]=[CH:4][C:3]=1[S:8]([NH:11][CH2:12][C:13]1[S:14][C:15]([C:18]2[CH:23]=[CH:22][CH:21]=[C:20]([S:24]([CH3:27])(=[O:26])=[O:25])[CH:19]=2)=[CH:16][CH:17]=1)(=[O:10])=[O:9].[H-].[Na+].[CH2:30](Br)[C:31]1[CH:36]=[CH:35][CH:34]=[CH:33][CH:32]=1, predict the reaction product. The product is: [CH2:30]([N:11]([CH2:12][C:13]1[S:14][C:15]([C:18]2[CH:23]=[CH:22][CH:21]=[C:20]([S:24]([CH3:27])(=[O:26])=[O:25])[CH:19]=2)=[CH:16][CH:17]=1)[S:8]([C:3]1[CH:4]=[CH:5][CH:6]=[CH:7][C:2]=1[Cl:1])(=[O:9])=[O:10])[C:31]1[CH:36]=[CH:35][CH:34]=[CH:33][CH:32]=1. (2) Given the reactants [CH2:1]([C:3]1[CH2:4][CH:5]2[CH:8]([CH:9]=1)[C:7](=O)[CH2:6]2)[CH3:2].[C:11]([O:18][CH3:19])(=[O:17])[CH2:12][C:13]([O:15][CH3:16])=[O:14].N1C=CC=CC=1, predict the reaction product. The product is: [CH2:1]([C:3]1[CH2:4][CH:5]2[CH:8]([CH:9]=1)[C:7](=[C:12]([C:11]([O:18][CH3:19])=[O:17])[C:13]([O:15][CH3:16])=[O:14])[CH2:6]2)[CH3:2].